Dataset: Catalyst prediction with 721,799 reactions and 888 catalyst types from USPTO. Task: Predict which catalyst facilitates the given reaction. (1) Reactant: [ClH:1].CN.[O:4]1[CH2:9][CH2:8][C:7](=O)[CH2:6][CH2:5]1.[CH2:11]([N:13](CC)CC)C. Product: [ClH:1].[CH3:11][NH:13][CH:7]1[CH2:8][CH2:9][O:4][CH2:5][CH2:6]1. The catalyst class is: 43. (2) Reactant: [C:1]([O:5][C:6]([C:8]1[CH:9]=[C:10]([CH:40]=[CH:41][CH:42]=1)[CH2:11][N:12]1[C:16](=[O:17])[C:15]2([CH2:22][CH2:21][N:20](C(OCC3C=CC=CC=3)=O)[CH2:19][CH2:18]2)[N:14]([C:33]2[CH:38]=[CH:37][C:36]([F:39])=[CH:35][CH:34]=2)[CH2:13]1)=[O:7])([CH3:4])([CH3:3])[CH3:2]. Product: [F:39][C:36]1[CH:35]=[CH:34][C:33]([N:14]2[C:15]3([CH2:18][CH2:19][NH:20][CH2:21][CH2:22]3)[C:16](=[O:17])[N:12]([CH2:11][C:10]3[CH:9]=[C:8]([CH:42]=[CH:41][CH:40]=3)[C:6]([O:5][C:1]([CH3:2])([CH3:3])[CH3:4])=[O:7])[CH2:13]2)=[CH:38][CH:37]=1. The catalyst class is: 19. (3) Reactant: [CH3:1][C:2]1[C:11]2[C:6](=[CH:7][CH:8]=[CH:9][CH:10]=2)[C:5]([C:12]([O:14][CH3:15])=[O:13])=[CH:4][CH:3]=1.C1C(=O)N([Br:23])C(=O)C1.C(OOC(=O)C1C=CC=CC=1)(=O)C1C=CC=CC=1. Product: [Br:23][CH2:1][C:2]1[C:11]2[C:6](=[CH:7][CH:8]=[CH:9][CH:10]=2)[C:5]([C:12]([O:14][CH3:15])=[O:13])=[CH:4][CH:3]=1. The catalyst class is: 53. (4) Reactant: [CH2:1]([O:8][C:9](=[O:24])[C@H:10]([CH2:19][CH2:20][C:21]([OH:23])=O)[NH:11][C:12]([O:14][C:15]([CH3:18])([CH3:17])[CH3:16])=[O:13])[C:2]1[CH:7]=[CH:6][CH:5]=[CH:4][CH:3]=1.CCN=C=NCCCN(C)C.Cl.C1C=CC2N(O)N=NC=2C=1.[Cl:47][C:48]1[C:53]([Cl:54])=[CH:52][C:51]([NH2:55])=[C:50]([NH2:56])[CH:49]=1. Product: [CH2:1]([O:8][C:9](=[O:24])[C@@H:10]([NH:11][C:12]([O:14][C:15]([CH3:16])([CH3:17])[CH3:18])=[O:13])[CH2:19][CH2:20][C:21](=[O:23])[NH:56][C:50]1[CH:49]=[C:48]([Cl:47])[C:53]([Cl:54])=[CH:52][C:51]=1[NH2:55])[C:2]1[CH:3]=[CH:4][CH:5]=[CH:6][CH:7]=1. The catalyst class is: 794. (5) Reactant: [CH3:1][C:2]1[CH:3]=[C:4]([N:9]2[CH:13]=[C:12]([C:14]#[N:15])[N:11]=[CH:10]2)[CH:5]=[C:6]([CH3:8])[CH:7]=1.[F:16][C:17]([F:24])([F:23])[S:18]([O:21]C)(=[O:20])=[O:19]. Product: [F:16][C:17]([F:24])([F:23])[S:18]([O-:21])(=[O:20])=[O:19].[C:14]([C:12]1[N+:11]([CH3:17])=[CH:10][N:9]([C:4]2[CH:5]=[C:6]([CH3:8])[CH:7]=[C:2]([CH3:1])[CH:3]=2)[CH:13]=1)#[N:15]. The catalyst class is: 2. (6) Reactant: [CH3:1][N:2]1[C:11]2[C:6](=[CH:7][CH:8]=[CH:9][CH:10]=2)[CH:5]=[C:4]([CH2:12][NH:13][CH2:14][CH:15]([C:22]2[CH:27]=[CH:26][CH:25]=[CH:24][CH:23]=2)[CH:16]2[CH2:21][CH2:20][O:19][CH2:18][CH2:17]2)[C:3]1=[O:28].CCN(C(C)C)C(C)C.[CH:38]1([C:44](Cl)=[O:45])[CH2:43][CH2:42][CH2:41][CH2:40][CH2:39]1. Product: [CH3:1][N:2]1[C:11]2[C:6](=[CH:7][CH:8]=[CH:9][CH:10]=2)[CH:5]=[C:4]([CH2:12][N:13]([CH2:14][CH:15]([C:22]2[CH:23]=[CH:24][CH:25]=[CH:26][CH:27]=2)[CH:16]2[CH2:21][CH2:20][O:19][CH2:18][CH2:17]2)[C:44]([CH:38]2[CH2:43][CH2:42][CH2:41][CH2:40][CH2:39]2)=[O:45])[C:3]1=[O:28]. The catalyst class is: 2. (7) Reactant: [F:1][C:2]1[CH:7]=[CH:6][CH:5]=[C:4]([OH:8])[C:3]=1[C:9](=O)[CH3:10].C(=O)([O-])[O-].[K+].[K+].Br[CH2:19][C:20]([CH:22]1[CH2:27][CH2:26][CH2:25][CH2:24][CH2:23]1)=[O:21]. Product: [CH:22]1([C:20]([C:19]2[O:8][C:4]3[CH:5]=[CH:6][CH:7]=[C:2]([F:1])[C:3]=3[C:9]=2[CH3:10])=[O:21])[CH2:27][CH2:26][CH2:25][CH2:24][CH2:23]1. The catalyst class is: 9.